From a dataset of Full USPTO retrosynthesis dataset with 1.9M reactions from patents (1976-2016). Predict the reactants needed to synthesize the given product. Given the product [CH3:27][C:20](=[CH2:19])[CH2:21][O:22][CH:23]1[CH2:26][N:25]([C:15](=[O:17])/[CH:14]=[CH:13]/[C:8]2[CH:7]=[C:6]3[C:11](=[N:10][CH:9]=2)[NH:12][C:3](=[O:2])[CH2:4][CH2:5]3)[CH2:24]1, predict the reactants needed to synthesize it. The reactants are: Cl.[O:2]=[C:3]1[NH:12][C:11]2[N:10]=[CH:9][C:8](/[CH:13]=[CH:14]/[C:15]([OH:17])=O)=[CH:7][C:6]=2[CH2:5][CH2:4]1.Cl.[CH3:19][C:20](=[CH2:27])[CH2:21][O:22][CH:23]1[CH2:26][NH:25][CH2:24]1.CCN(C(C)C)C(C)C.CCN=C=NCCCN(C)C.